Dataset: Cav3 T-type calcium channel HTS with 100,875 compounds. Task: Binary Classification. Given a drug SMILES string, predict its activity (active/inactive) in a high-throughput screening assay against a specified biological target. (1) The molecule is S(=O)(=O)(N1CCC(CC1)C(=O)N1CCN(CC1)C(OCC)=O)c1c(cc(cc1C)C)C. The result is 0 (inactive). (2) The result is 0 (inactive). The compound is O=C1N(CC(C1)C(=O)NCc1cc2OCOc2cc1)Cc1ccc(OC)cc1. (3) The compound is Fc1ccc(N2CCN(CC2)C(Oc2ccccc2)=O)cc1. The result is 0 (inactive). (4) The drug is Oc1c(C(=O)Nc2c(cccc2)C)cccc1. The result is 0 (inactive). (5) The molecule is Fc1ccc(OC(C(=O)Nc2cc3c(cc2)cccc3)C)cc1. The result is 0 (inactive). (6) The molecule is O=C1N(C(=O)N(C1CC(=O)Nc1ccc(OCC)cc1)C(C)C)c1cc(OC)ccc1. The result is 0 (inactive). (7) The molecule is s\1c=2n(C(C(=C(N2)C)C(OCC)=O)c2c(OC)c(OC)ccc2)c(=O)c1=C/c1n(ccc1)C. The result is 0 (inactive). (8) The compound is OC(=O)C1N(CCC1)C(=O)CCC(O)=O. The result is 0 (inactive).